Dataset: Reaction yield outcomes from USPTO patents with 853,638 reactions. Task: Predict the reaction yield, written as a fraction of the theoretical maximum amount of product (1.0 means a 100% yield; for example, 0.34 means a 34% yield). (1) The reactants are [C:1]([CH2:3][CH2:4][NH:5][CH2:6][CH2:7][C:8]([O:10][CH2:11][CH3:12])=[O:9])#[N:2].[C:13](OC([O-])=O)([O:15][C:16]([CH3:19])([CH3:18])[CH3:17])=[O:14]. The catalyst is C(Cl)Cl. The product is [C:16]([O:15][C:13]([N:5]([CH2:4][CH2:3][C:1]#[N:2])[CH2:6][CH2:7][C:8]([O:10][CH2:11][CH3:12])=[O:9])=[O:14])([CH3:19])([CH3:18])[CH3:17]. The yield is 0.579. (2) The reactants are [CH2:1]([CH:8]1[C:14](=[O:15])[CH2:13][CH:12]2[CH2:16][CH:9]1[CH2:10][CH2:11]2)[C:2]1[CH:7]=[CH:6][CH:5]=[CH:4][N:3]=1.CC([O-])(C)C.[K+].C1COCC1.[N:28](OCCC(C)C)=[O:29].Cl. The catalyst is C1COCC1. The product is [CH2:1]([CH:8]1[C:14](=[O:15])[C:13](=[N:28][OH:29])[CH:12]2[CH2:16][CH:9]1[CH2:10][CH2:11]2)[C:2]1[CH:7]=[CH:6][CH:5]=[CH:4][N:3]=1. The yield is 0.410. (3) The reactants are [F:1][C:2]1[CH:7]=[CH:6][CH:5]=[C:4]([O:8][CH3:9])[C:3]=1[OH:10].I[C:12]1[CH:17]=[CH:16][CH:15]=[C:14]([N+:18]([O-:20])=[O:19])[CH:13]=1.C([O-])([O-])=O.[Cs+].[Cs+].CN(C)CC(O)=O.Cl. The catalyst is O1CCOCC1.[Cu]I. The product is [F:1][C:2]1[CH:7]=[CH:6][CH:5]=[C:4]([O:8][CH3:9])[C:3]=1[O:10][C:12]1[CH:17]=[CH:16][CH:15]=[C:14]([N+:18]([O-:20])=[O:19])[CH:13]=1. The yield is 0.750. (4) The reactants are C1(C)C=CC=CC=1.CS(O[CH2:13][C:14]1[S:15][C:16]2[CH2:17][N:18]([C:23]([O:25][C:26]([CH3:29])([CH3:28])[CH3:27])=[O:24])[CH2:19][CH2:20][C:21]=2[N:22]=1)(=O)=O.C(=O)([O-])[O-].[K+].[K+].[NH:36]1[CH2:41][CH2:40][CH2:39][CH2:38][CH2:37]1. The catalyst is C(OCC)(=O)C. The product is [N:36]1([CH2:13][C:14]2[S:15][C:16]3[CH2:17][N:18]([C:23]([O:25][C:26]([CH3:29])([CH3:28])[CH3:27])=[O:24])[CH2:19][CH2:20][C:21]=3[N:22]=2)[CH2:41][CH2:40][CH2:39][CH2:38][CH2:37]1. The yield is 0.300. (5) The reactants are [F:1][C:2]([F:20])([F:19])[C:3]1[CH:8]=[CH:7][C:6]([C:9]2[S:10][CH:11]=[C:12]([C:14](OCC)=[O:15])[N:13]=2)=[CH:5][CH:4]=1.[H-].[H-].[H-].[H-].[Li+].[Al+3]. The catalyst is C(OCC)C. The product is [F:20][C:2]([F:1])([F:19])[C:3]1[CH:4]=[CH:5][C:6]([C:9]2[S:10][CH:11]=[C:12]([CH2:14][OH:15])[N:13]=2)=[CH:7][CH:8]=1. The yield is 0.850. (6) The reactants are [CH2:1]([NH2:8])[C:2]1[CH:7]=[CH:6][CH:5]=[CH:4][CH:3]=1.Br[C:10]1[S:11][C:12]([C:15]([NH:17][C:18]2[CH:22]=[C:21]([C:23]3[CH:28]=[CH:27][C:26]([F:29])=[CH:25][CH:24]=3)[N:20](C(OC(C)(C)C)=O)[N:19]=2)=[O:16])=[CH:13][N:14]=1. The catalyst is O1CCOCC1. The product is [CH2:1]([NH:8][C:10]1[S:11][C:12]([C:15]([NH:17][C:18]2[CH:22]=[C:21]([C:23]3[CH:28]=[CH:27][C:26]([F:29])=[CH:25][CH:24]=3)[NH:20][N:19]=2)=[O:16])=[CH:13][N:14]=1)[C:2]1[CH:7]=[CH:6][CH:5]=[CH:4][CH:3]=1. The yield is 0.900. (7) The reactants are [CH3:1][C:2]1[CH:7]=[CH:6][N:5]=[CH:4][C:3]=1[N:8]1[CH2:12][CH2:11][NH:10][C:9]1=[O:13].Br[C:15]1[CH:16]=[CH:17][C:18]2[N:19]([CH:21]=[CH:22][N:23]=2)[CH:20]=1.N[C@@H]1CCCC[C@H]1N.P([O-])([O-])([O-])=O.[K+].[K+].[K+]. The catalyst is [Cu](I)I.O1CCOCC1. The product is [N:23]1[CH:22]=[CH:21][N:19]2[CH:20]=[C:15]([N:10]3[CH2:11][CH2:12][N:8]([C:3]4[CH:4]=[N:5][CH:6]=[CH:7][C:2]=4[CH3:1])[C:9]3=[O:13])[CH:16]=[CH:17][C:18]=12. The yield is 0.444.